The task is: Predict the reactants needed to synthesize the given product.. This data is from Full USPTO retrosynthesis dataset with 1.9M reactions from patents (1976-2016). (1) Given the product [CH3:15][C:10]1[N:11]=[CH:12][C:13]2[CH2:14][C:6]([NH:16][C:17]([C:19]3[C:28]4[CH2:27][CH2:26][CH2:25][CH2:24][C:23]=4[CH:22]=[CH:21][CH:20]=3)=[O:18])([C:4]([OH:5])=[O:3])[CH2:7][C:8]=2[CH:9]=1, predict the reactants needed to synthesize it. The reactants are: C([O:3][C:4]([C:6]1([NH:16][C:17]([C:19]2[C:28]3[CH2:27][CH2:26][CH2:25][CH2:24][C:23]=3[CH:22]=[CH:21][CH:20]=2)=[O:18])[CH2:14][C:13]2[CH:12]=[N:11][C:10]([CH3:15])=[CH:9][C:8]=2[CH2:7]1)=[O:5])C.[OH-].[K+]. (2) Given the product [CH2:1]([O:5][C:6]([C:8]1[C:9]([OH:18])=[C:10]2[CH:17]=[CH:16][S:15][C:11]2=[C:12]([Cl:21])[N:13]=1)=[O:7])[CH2:2][CH2:3][CH3:4], predict the reactants needed to synthesize it. The reactants are: [CH2:1]([O:5][C:6]([C:8]1[C:9]([OH:18])=[C:10]2[CH:17]=[CH:16][S:15][C:11]2=[C:12](O)[N:13]=1)=[O:7])[CH2:2][CH2:3][CH3:4].O=P(Cl)(Cl)[Cl:21].C1(C)C=CC=CC=1.C([O-])(O)=O.[Na+].